This data is from Forward reaction prediction with 1.9M reactions from USPTO patents (1976-2016). The task is: Predict the product of the given reaction. (1) Given the reactants [I-].[CH2:2]([O:9][C:10]1[C:36]([F:37])=[CH:35][C:34]([F:38])=[CH:33][C:11]=1[CH2:12][CH2:13][P+](C1C=CC=CC=1)(C1C=CC=CC=1)C1C=CC=CC=1)[C:3]1[CH:8]=[CH:7][CH:6]=[CH:5][CH:4]=1.[H-].[Na+].[C:41]([O:45][C@@H:46]([C:52]1[C:53]([CH3:95])=[N:54][C:55]2[N:56]([N:90]=[C:91]([CH:93]=O)[CH:92]=2)[C:57]=1[N:58]1[CH2:63][CH2:62][C:61]([O:65][CH2:66][CH2:67][CH2:68][CH2:69][C@H:70]([O:72][Si:73]([C:86]([CH3:89])([CH3:88])[CH3:87])([C:80]2[CH:85]=[CH:84][CH:83]=[CH:82][CH:81]=2)[C:74]2[CH:79]=[CH:78][CH:77]=[CH:76][CH:75]=2)[CH3:71])([CH3:64])[CH2:60][CH2:59]1)[C:47]([O:49][CH2:50][CH3:51])=[O:48])([CH3:44])([CH3:43])[CH3:42], predict the reaction product. The product is: [CH2:2]([O:9][C:10]1[C:36]([F:37])=[CH:35][C:34]([F:38])=[CH:33][C:11]=1[CH2:12][CH:13]=[CH:93][C:91]1[CH:92]=[C:55]2[N:54]=[C:53]([CH3:95])[C:52]([C@H:46]([O:45][C:41]([CH3:44])([CH3:43])[CH3:42])[C:47]([O:49][CH2:50][CH3:51])=[O:48])=[C:57]([N:58]3[CH2:63][CH2:62][C:61]([O:65][CH2:66][CH2:67][CH2:68][CH2:69][C@H:70]([O:72][Si:73]([C:86]([CH3:87])([CH3:88])[CH3:89])([C:74]4[CH:75]=[CH:76][CH:77]=[CH:78][CH:79]=4)[C:80]4[CH:81]=[CH:82][CH:83]=[CH:84][CH:85]=4)[CH3:71])([CH3:64])[CH2:60][CH2:59]3)[N:56]2[N:90]=1)[C:3]1[CH:4]=[CH:5][CH:6]=[CH:7][CH:8]=1. (2) Given the reactants [N-:1]=[N+:2]=[N-:3].[Na+].Cl.C(N(CC)CC)C.[C:13]([C:15]1[CH:16]=[C:17]([CH:22]=[C:23]([O:25][CH2:26][C:27]2[CH:32]=[CH:31][CH:30]=[CH:29][CH:28]=2)[CH:24]=1)[C:18]([O:20][CH3:21])=[O:19])#[N:14].Cl, predict the reaction product. The product is: [CH2:26]([O:25][C:23]1[CH:22]=[C:17]([CH:16]=[C:15]([C:13]2[NH:14][N:3]=[N:2][N:1]=2)[CH:24]=1)[C:18]([O:20][CH3:21])=[O:19])[C:27]1[CH:28]=[CH:29][CH:30]=[CH:31][CH:32]=1. (3) Given the reactants [C:1](=[S:3])=S.[OH-].[K+].C(O)C.[F:9][C:10]1[CH:38]=[CH:37][C:13]([O:14][C:15]2[C:23]3[N:22]=C(C4C=CC=CN=4)[NH:20][C:19]=3[CH:18]=[C:17]([O:30][C:31]3[CH:32]=[N:33][CH:34]=[CH:35][CH:36]=3)[CH:16]=2)=[CH:12][CH:11]=1, predict the reaction product. The product is: [F:9][C:10]1[CH:38]=[CH:37][C:13]([O:14][C:15]2[C:23]3[N:22]=[C:1]([SH:3])[NH:20][C:19]=3[CH:18]=[C:17]([O:30][C:31]3[CH:32]=[N:33][CH:34]=[CH:35][CH:36]=3)[CH:16]=2)=[CH:12][CH:11]=1. (4) The product is: [C:17]([O:16][C:14]([N:6]1[CH2:7][C@H:8]([S:10]([CH3:13])(=[O:12])=[O:11])[CH2:9][C@H:5]1[C:3]([OH:4])=[O:2])=[O:15])([CH3:20])([CH3:18])[CH3:19]. Given the reactants C[O:2][C:3]([C@@H:5]1[CH2:9][C@@H:8]([S:10]([CH3:13])(=[O:12])=[O:11])[CH2:7][N:6]1[C:14]([O:16][C:17]([CH3:20])([CH3:19])[CH3:18])=[O:15])=[O:4].[OH-].[Li+], predict the reaction product. (5) Given the reactants Cl.[OH:2][C@@H:3]1[CH2:8][CH2:7][CH2:6][NH:5][CH2:4]1.[OH-].[Na+].[C:11](O[C:11]([O:13][C:14]([CH3:17])([CH3:16])[CH3:15])=[O:12])([O:13][C:14]([CH3:17])([CH3:16])[CH3:15])=[O:12], predict the reaction product. The product is: [C:14]([O:13][C:11]([N:5]1[CH2:6][CH2:7][CH2:8][C@@H:3]([OH:2])[CH2:4]1)=[O:12])([CH3:17])([CH3:16])[CH3:15]. (6) The product is: [F:12][C:13]1[CH:14]=[CH:15][C:16]([C:19]([CH3:23])([CH3:22])[CH2:20][NH:21][C:2]2[N:7]=[N:6][C:5]([C:8]([O:10][CH3:11])=[O:9])=[CH:4][CH:3]=2)=[CH:17][CH:18]=1. Given the reactants Cl[C:2]1[N:7]=[N:6][C:5]([C:8]([O:10][CH3:11])=[O:9])=[CH:4][CH:3]=1.[F:12][C:13]1[CH:18]=[CH:17][C:16]([C:19]([CH3:23])([CH3:22])[CH2:20][NH2:21])=[CH:15][CH:14]=1.C(=O)([O-])[O-].[K+].[K+], predict the reaction product. (7) Given the reactants CC(C)[O-].[Al+3].CC(C)[O-].CC(C)[O-].[Cl:14][CH2:15][C:16](=[O:37])[C@@H:17]([NH:26][C:27](=[O:36])[O:28][CH2:29][C:30]1[CH:35]=[CH:34][CH:33]=[CH:32][CH:31]=1)[CH2:18][S:19][C:20]1[CH:25]=[CH:24][CH:23]=[CH:22][CH:21]=1.Cl, predict the reaction product. The product is: [Cl:14][CH2:15][C@@H:16]([OH:37])[C@@H:17]([NH:26][C:27](=[O:36])[O:28][CH2:29][C:30]1[CH:31]=[CH:32][CH:33]=[CH:34][CH:35]=1)[CH2:18][S:19][C:20]1[CH:25]=[CH:24][CH:23]=[CH:22][CH:21]=1. (8) Given the reactants Br[C:2]1[C:10]2[C:5](=[CH:6][N:7]=[C:8]([C:11]3[O:12][C:13]([CH3:16])=[N:14][N:15]=3)[CH:9]=2)[O:4][CH:3]=1.[CH3:17][S:18][C:19]1[CH:24]=[CH:23][C:22](B(O)O)=[CH:21][CH:20]=1, predict the reaction product. The product is: [CH3:16][C:13]1[O:12][C:11]([C:8]2[CH:9]=[C:10]3[C:2]([C:22]4[CH:23]=[CH:24][C:19]([S:18][CH3:17])=[CH:20][CH:21]=4)=[CH:3][O:4][C:5]3=[CH:6][N:7]=2)=[N:15][N:14]=1. (9) Given the reactants [NH2:1][CH2:2][C:3]1[C:4](=[O:16])[NH:5][C:6]([CH3:15])=[CH:7][C:8]=1[CH:9]1[CH2:14][CH2:13]CCC1.C1(C2C=C(C)NC(=O)C=2C#N)CC1, predict the reaction product. The product is: [NH2:1][CH2:2][C:3]1[C:4](=[O:16])[NH:5][C:6]([CH3:15])=[CH:7][C:8]=1[CH:9]1[CH2:14][CH2:13]1.